This data is from Reaction yield outcomes from USPTO patents with 853,638 reactions. The task is: Predict the reaction yield, written as a fraction of the theoretical maximum amount of product (1.0 means a 100% yield; for example, 0.34 means a 34% yield). (1) The reactants are C[C@H]1CO[C@@]2([O:9][C@H:8]3[CH2:10][C@H:11]4[C@@H:16]5[CH2:17][CH2:18][C@H:19]6[CH2:24][C@@H:23]([OH:25])[CH2:22][CH2:21][C@:20]6([CH3:26])[C@H:15]5[CH2:14][CH2:13][C@:12]4([CH3:27])[C@H:7]3[C@@H:6]2[CH3:28])CC1.OO. The catalyst is C(O)(=O)C.C(OC(=O)C)(=O)C. The product is [OH:25][C@H:23]1[CH2:22][CH2:21][C@@:20]2([CH3:26])[C@@H:19]([CH2:18][CH2:17][C@@H:16]3[C@@H:15]2[CH2:14][CH2:13][C@@:12]2([CH3:27])[C@H:11]3[CH2:28][CH:6]=[C:7]2[C:8](=[O:9])[CH3:10])[CH2:24]1. The yield is 0.860. (2) The reactants are [N:1]([CH2:4][CH:5]1[O:12][C@@H:11]2[C@@H:7]([O:8][C@H:9]([CH2:21][O:22]CC3C=CC=CC=3)[C@H:10]2[O:13][CH2:14][C:15]2[CH:20]=[CH:19][CH:18]=[CH:17][CH:16]=2)[CH2:6]1)=[N+:2]=[N-:3]. The catalyst is CC(OC(C)=O)=O.C(O)(C(F)(F)F)=O.CO. The product is [N:1]([CH2:4][CH:5]1[O:12][C@H:11]2[C@H:10]([O:13][CH2:14][C:15]3[CH:20]=[CH:19][CH:18]=[CH:17][CH:16]=3)[C@@H:9]([CH2:21][OH:22])[O:8][C@H:7]2[CH2:6]1)=[N+:2]=[N-:3]. The yield is 0.860. (3) The reactants are C([O:5][C:6]([C:8]1[C:16]2[C:11](=[CH:12][C:13]([C:17]3(O)[CH2:22][CH2:21][O:20][CH2:19][CH2:18]3)=[CH:14][CH:15]=2)[NH:10][N:9]=1)=[O:7])(C)(C)C. The catalyst is FC(F)(F)C(O)=O. The product is [O:20]1[CH2:19][CH:18]=[C:17]([C:13]2[CH:12]=[C:11]3[C:16]([C:8]([C:6]([OH:7])=[O:5])=[N:9][NH:10]3)=[CH:15][CH:14]=2)[CH2:22][CH2:21]1. The yield is 0.760. (4) The catalyst is O. The product is [C:10]([C:12]1[CH:17]=[CH:16][C:15]([O:18][CH:20]([CH2:26][CH3:27])[C:21]([O:23][CH2:24][CH3:25])=[O:22])=[CH:14][CH:13]=1)#[N:11]. The reactants are C(=O)([O-])[O-].[K+].[K+].C(#N)C.[C:10]([C:12]1[CH:17]=[CH:16][C:15]([OH:18])=[CH:14][CH:13]=1)#[N:11].Br[CH:20]([CH2:26][CH3:27])[C:21]([O:23][CH2:24][CH3:25])=[O:22]. The yield is 1.00. (5) The reactants are Cl[C:2]1[C:11]2[C:6](=[C:7]([NH:12][S:13]([C:16]3[CH:21]=[CH:20][CH:19]=[CH:18][CH:17]=3)(=[O:15])=[O:14])[CH:8]=[CH:9][CH:10]=2)[N:5]=[CH:4][CH:3]=1.[CH2:22]([NH:24][CH2:25][CH3:26])[CH3:23].CCN(C(C)C)C(C)C. The catalyst is C(O)CCC. The product is [CH2:22]([N:24]([CH2:25][CH3:26])[C:2]1[C:11]2[C:6](=[C:7]([NH:12][S:13]([C:16]3[CH:21]=[CH:20][CH:19]=[CH:18][CH:17]=3)(=[O:15])=[O:14])[CH:8]=[CH:9][CH:10]=2)[N:5]=[CH:4][CH:3]=1)[CH3:23]. The yield is 0.270. (6) The reactants are [Cl:1][C:2]1[C:7]([NH2:8])=[CH:6][CH:5]=[CH:4][N:3]=1.[CH3:9][S:10](Cl)(=[O:12])=[O:11].C(N(CC)CC)C. The catalyst is ClCCl.O. The product is [Cl:1][C:2]1[C:7]([NH:8][S:10]([CH3:9])(=[O:12])=[O:11])=[CH:6][CH:5]=[CH:4][N:3]=1. The yield is 0.930.